Dataset: Full USPTO retrosynthesis dataset with 1.9M reactions from patents (1976-2016). Task: Predict the reactants needed to synthesize the given product. (1) Given the product [CH3:6][O:7][C:8]1[CH:20]=[C:19]2[C:11]([N:12]3[C:17](=[C:18]2[CH:26]=[O:27])[CH2:16][O:15][CH2:14][CH2:13]3)=[CH:10][CH:9]=1, predict the reactants needed to synthesize it. The reactants are: O=P(Cl)(Cl)Cl.[CH3:6][O:7][C:8]1[CH:20]=[C:19]2[C:11]([N:12]3[C:17](=[CH:18]2)[CH2:16][O:15][CH2:14][CH2:13]3)=[CH:10][CH:9]=1.[OH-].[Na+].CN([CH:26]=[O:27])C. (2) The reactants are: [CH3:1][O:2][C:3](=[O:32])[C:4]1[CH:9]=[CH:8][C:7]([CH2:10][N:11]2[CH:15]=[C:14]([C:16]3[CH:21]=[CH:20][C:19]([Cl:22])=[CH:18][C:17]=3[Cl:23])[N:13]=[C:12]2[CH2:24][C:25]2[CH:30]=[CH:29][C:28](Br)=[CH:27][CH:26]=2)=[CH:6][CH:5]=1.[OH:33][C:34]1[CH:39]=[CH:38][C:37](B(O)O)=[CH:36][CH:35]=1. Given the product [CH3:1][O:2][C:3](=[O:32])[C:4]1[CH:9]=[CH:8][C:7]([CH2:10][N:11]2[CH:15]=[C:14]([C:16]3[CH:21]=[CH:20][C:19]([Cl:22])=[CH:18][C:17]=3[Cl:23])[N:13]=[C:12]2[CH2:24][C:25]2[CH:30]=[CH:29][C:28]([C:37]3[CH:38]=[CH:39][C:34]([OH:33])=[CH:35][CH:36]=3)=[CH:27][CH:26]=2)=[CH:6][CH:5]=1, predict the reactants needed to synthesize it.